From a dataset of Reaction yield outcomes from USPTO patents with 853,638 reactions. Predict the reaction yield, written as a fraction of the theoretical maximum amount of product (1.0 means a 100% yield; for example, 0.34 means a 34% yield). (1) The reactants are [Cl:1][C:2]1[C:3]2[CH:12]=[CH:11][CH:10]=[C:9]([F:13])[C:4]=2[S:5][C:6]=1[CH:7]=O.[BH4-].[Na+].[CH3:16][NH2:17]. The catalyst is CO. The product is [Cl:1][C:2]1[C:3]2[CH:12]=[CH:11][CH:10]=[C:9]([F:13])[C:4]=2[S:5][C:6]=1[CH2:7][NH:17][CH3:16]. The yield is 0.700. (2) The reactants are [O:1]1[C:5]2[CH:6]=[CH:7][C:8]([CH2:10][NH:11][CH2:12][CH2:13][CH2:14][Br:15])=[CH:9][C:4]=2[O:3][CH2:2]1.[C:16](O[C:16]([O:18][C:19]([CH3:22])([CH3:21])[CH3:20])=[O:17])([O:18][C:19]([CH3:22])([CH3:21])[CH3:20])=[O:17].C(N(CC)CC)C. The catalyst is C1COCC1.CO. The product is [C:19]([O:18][C:16](=[O:17])[N:11]([CH2:10][C:8]1[CH:7]=[CH:6][C:5]2[O:1][CH2:2][O:3][C:4]=2[CH:9]=1)[CH2:12][CH2:13][CH2:14][Br:15])([CH3:22])([CH3:21])[CH3:20]. The yield is 0.840.